Task: Regression. Given two drug SMILES strings and cell line genomic features, predict the synergy score measuring deviation from expected non-interaction effect.. Dataset: NCI-60 drug combinations with 297,098 pairs across 59 cell lines (1) Drug 1: CC1=C(C=C(C=C1)C(=O)NC2=CC(=CC(=C2)C(F)(F)F)N3C=C(N=C3)C)NC4=NC=CC(=N4)C5=CN=CC=C5. Drug 2: C#CCC(CC1=CN=C2C(=N1)C(=NC(=N2)N)N)C3=CC=C(C=C3)C(=O)NC(CCC(=O)O)C(=O)O. Cell line: NCI-H322M. Synergy scores: CSS=50.5, Synergy_ZIP=1.97, Synergy_Bliss=-2.23, Synergy_Loewe=-19.5, Synergy_HSA=-1.63. (2) Drug 1: C1CCN(CC1)CCOC2=CC=C(C=C2)C(=O)C3=C(SC4=C3C=CC(=C4)O)C5=CC=C(C=C5)O. Drug 2: CC12CCC3C(C1CCC2OP(=O)(O)O)CCC4=C3C=CC(=C4)OC(=O)N(CCCl)CCCl.[Na+]. Cell line: SR. Synergy scores: CSS=4.02, Synergy_ZIP=-2.26, Synergy_Bliss=-7.10, Synergy_Loewe=-9.08, Synergy_HSA=-10.5. (3) Drug 1: COC1=CC(=CC(=C1O)OC)C2C3C(COC3=O)C(C4=CC5=C(C=C24)OCO5)OC6C(C(C7C(O6)COC(O7)C8=CC=CS8)O)O. Drug 2: C1=NC2=C(N=C(N=C2N1C3C(C(C(O3)CO)O)F)Cl)N. Cell line: NCI/ADR-RES. Synergy scores: CSS=16.9, Synergy_ZIP=-3.89, Synergy_Bliss=-10.4, Synergy_Loewe=-26.6, Synergy_HSA=-9.89. (4) Drug 1: CC(C)(C#N)C1=CC(=CC(=C1)CN2C=NC=N2)C(C)(C)C#N. Drug 2: CC1CCC2CC(C(=CC=CC=CC(CC(C(=O)C(C(C(=CC(C(=O)CC(OC(=O)C3CCCCN3C(=O)C(=O)C1(O2)O)C(C)CC4CCC(C(C4)OC)O)C)C)O)OC)C)C)C)OC. Cell line: SNB-19. Synergy scores: CSS=4.51, Synergy_ZIP=2.03, Synergy_Bliss=4.15, Synergy_Loewe=-4.50, Synergy_HSA=-2.48. (5) Drug 1: C1=NC2=C(N=C(N=C2N1C3C(C(C(O3)CO)O)O)F)N. Drug 2: CC12CCC3C(C1CCC2OP(=O)(O)O)CCC4=C3C=CC(=C4)OC(=O)N(CCCl)CCCl.[Na+]. Cell line: SN12C. Synergy scores: CSS=15.3, Synergy_ZIP=-11.5, Synergy_Bliss=-7.87, Synergy_Loewe=-13.7, Synergy_HSA=-7.24. (6) Drug 2: CC1=C(C(=CC=C1)Cl)NC(=O)C2=CN=C(S2)NC3=CC(=NC(=N3)C)N4CCN(CC4)CCO. Drug 1: CC1C(C(=O)NC(C(=O)N2CCCC2C(=O)N(CC(=O)N(C(C(=O)O1)C(C)C)C)C)C(C)C)NC(=O)C3=C4C(=C(C=C3)C)OC5=C(C(=O)C(=C(C5=N4)C(=O)NC6C(OC(=O)C(N(C(=O)CN(C(=O)C7CCCN7C(=O)C(NC6=O)C(C)C)C)C)C(C)C)C)N)C. Synergy scores: CSS=13.2, Synergy_ZIP=-4.22, Synergy_Bliss=-3.41, Synergy_Loewe=-6.39, Synergy_HSA=-6.27. Cell line: UACC62. (7) Drug 1: C1=C(C(=O)NC(=O)N1)F. Drug 2: CC1CCCC2(C(O2)CC(NC(=O)CC(C(C(=O)C(C1O)C)(C)C)O)C(=CC3=CSC(=N3)C)C)C. Synergy scores: CSS=23.4, Synergy_ZIP=-0.600, Synergy_Bliss=4.14, Synergy_Loewe=3.05, Synergy_HSA=3.09. Cell line: SF-268. (8) Drug 1: CCN(CC)CCNC(=O)C1=C(NC(=C1C)C=C2C3=C(C=CC(=C3)F)NC2=O)C. Drug 2: CC1C(C(CC(O1)OC2CC(CC3=C2C(=C4C(=C3O)C(=O)C5=CC=CC=C5C4=O)O)(C(=O)C)O)N)O. Cell line: M14. Synergy scores: CSS=47.2, Synergy_ZIP=-0.893, Synergy_Bliss=1.07, Synergy_Loewe=-4.78, Synergy_HSA=2.57.